Dataset: Forward reaction prediction with 1.9M reactions from USPTO patents (1976-2016). Task: Predict the product of the given reaction. (1) Given the reactants [CH3:1][C:2](C)([O-:4])[CH3:3].[K+].[C:7]1(C)[CH:12]=CC(S(CC[N+]#[C-])(=O)=O)=C[CH:8]=1.[CH2:21](O)[CH3:22], predict the reaction product. The product is: [CH2:21]1[C:1]2([CH2:12][CH2:7][CH2:8][CH2:3][C:2]2=[O:4])[CH2:22]1. (2) Given the reactants [C:1]([O:5][C:6](=[O:28])[CH:7]([CH:15]([C:19]1[CH:27]=[CH:26][C:22]([C:23](O)=[O:24])=[CH:21][CH:20]=1)[CH2:16][CH2:17][CH3:18])[C:8]1[CH:13]=[CH:12][C:11]([Cl:14])=[CH:10][CH:9]=1)([CH3:4])([CH3:3])[CH3:2].C(Cl)CCl.C1C=CC2N(O)N=NC=2C=1.[CH3:43][O:44][C:45](=[O:49])[CH2:46][CH2:47][NH2:48].CCN(C(C)C)C(C)C, predict the reaction product. The product is: [Cl:14][C:11]1[CH:12]=[CH:13][C:8]([CH:7]([CH:15]([C:19]2[CH:20]=[CH:21][C:22]([C:23]([NH:48][CH2:47][CH2:46][C:45]([O:44][CH3:43])=[O:49])=[O:24])=[CH:26][CH:27]=2)[CH2:16][CH2:17][CH3:18])[C:6]([O:5][C:1]([CH3:4])([CH3:2])[CH3:3])=[O:28])=[CH:9][CH:10]=1.